From a dataset of TCR-epitope binding with 47,182 pairs between 192 epitopes and 23,139 TCRs. Binary Classification. Given a T-cell receptor sequence (or CDR3 region) and an epitope sequence, predict whether binding occurs between them. (1) The epitope is GLCTLVAML. The TCR CDR3 sequence is CASSSFCGRSYEQYF. Result: 1 (the TCR binds to the epitope). (2) The epitope is EIYKRWII. The TCR CDR3 sequence is CASSLLGNTGELFF. Result: 1 (the TCR binds to the epitope). (3) The epitope is RPHERNGFTVL. The TCR CDR3 sequence is CALAVPYEQYF. Result: 0 (the TCR does not bind to the epitope). (4) The epitope is FVDGVPFVV. The TCR CDR3 sequence is CASSDGQGRLGYTF. Result: 0 (the TCR does not bind to the epitope). (5) The epitope is VLWAHGFEL. The TCR CDR3 sequence is CASSFSVAVTDTQYF. Result: 1 (the TCR binds to the epitope). (6) The epitope is SGPLKAEIAQRLED. The TCR CDR3 sequence is CASSLASRGANQETQYF. Result: 0 (the TCR does not bind to the epitope). (7) The epitope is LVLSVNPYV. The TCR CDR3 sequence is CASSLRDGTYEQYF. Result: 0 (the TCR does not bind to the epitope). (8) The epitope is VSFIEFVGW. The TCR CDR3 sequence is CASSPDGTLIFEQFF. Result: 0 (the TCR does not bind to the epitope). (9) The epitope is ALSKGVHFV. The TCR CDR3 sequence is CASSQGGTGGLYEQYF. Result: 1 (the TCR binds to the epitope).